This data is from Full USPTO retrosynthesis dataset with 1.9M reactions from patents (1976-2016). The task is: Predict the reactants needed to synthesize the given product. Given the product [OH:18][C:14]1[CH:13]=[C:12]([OH:19])[CH:11]=[C:10]2[C:15]=1[C:16](=[O:17])[CH:7]([C:6]1[CH:5]=[CH:4][C:3]([OH:20])=[CH:2][CH:1]=1)[CH2:8][O:9]2, predict the reactants needed to synthesize it. The reactants are: [CH:1]1[C:6]([C:7]2[C:16](=[O:17])[C:15]3[C:14]([OH:18])=[CH:13][C:12]([OH:19])=[CH:11][C:10]=3[O:9][CH:8]=2)=[CH:5][CH:4]=[C:3]([OH:20])[CH:2]=1.C([O-])=O.[NH4+].